Dataset: Full USPTO retrosynthesis dataset with 1.9M reactions from patents (1976-2016). Task: Predict the reactants needed to synthesize the given product. (1) Given the product [CH2:5]1[O:6][C:7]2[CH:13]=[CH:12][C:11]([O:14][CH2:3][CH:2]=[CH2:1])=[CH:10][C:8]=2[O:9]1, predict the reactants needed to synthesize it. The reactants are: [CH2:1](Br)[CH:2]=[CH2:3].[CH2:5]1[O:9][C:8]2[CH:10]=[C:11]([OH:14])[CH:12]=[CH:13][C:7]=2[O:6]1.C(=O)([O-])[O-].[K+].[K+]. (2) Given the product [CH2:12]1[CH2:13][CH2:14][CH:35]([N:33]=[C:31]=[N:26][CH:27]2[CH2:28][CH2:13][CH2:12][CH2:11][CH2:10]2)[CH2:10][CH2:11]1, predict the reactants needed to synthesize it. The reactants are: CN(C(ON1N=N[C:11]2[CH:12]=[CH:13][CH:14]=N[C:10]1=2)=[N+](C)C)C.F[P-](F)(F)(F)(F)F.C[N:26]1[CH2:31]CO[CH2:28][CH2:27]1.C[N:33]([CH:35]=O)C. (3) Given the product [C:28]([O:27][C:25]([N:1]1[C:7](=[O:8])[C@H:5]2[CH2:6][C@@H:2]1[CH:3]=[CH:4]2)=[O:26])([CH3:31])([CH3:30])[CH3:29], predict the reactants needed to synthesize it. The reactants are: [NH2:1][C@@H:2]1[CH2:6][C@H:5]([CH2:7][OH:8])[CH:4]=[CH:3]1.C12CC(C=C1)C(=O)N2.[C@@H]12C[C@@H](C=C1)C(=O)N2.[C:25](O[C:25]([O:27][C:28]([CH3:31])([CH3:30])[CH3:29])=[O:26])([O:27][C:28]([CH3:31])([CH3:30])[CH3:29])=[O:26]. (4) The reactants are: [CH3:1][O:2][C:3]1[CH:4]=[C:5]2[C:10](=[CH:11][CH:12]=1)[C:9](O)=[N:8][C:7]([C:14]([F:17])([F:16])[F:15])=[CH:6]2.O=P(Cl)(Cl)[Cl:20]. Given the product [Cl:20][C:9]1[C:10]2[C:5](=[CH:4][C:3]([O:2][CH3:1])=[CH:12][CH:11]=2)[CH:6]=[C:7]([C:14]([F:17])([F:16])[F:15])[N:8]=1, predict the reactants needed to synthesize it. (5) Given the product [Br:1][C:2]1[CH:7]=[CH:6][C:5]([N:8]2[CH2:24][CH2:23][C:16]3[C:17](=[CH:21][CH:22]=[C:14]([O:13][CH2:9][CH2:10][CH2:11][CH3:12])[CH:15]=3)[C:18]2=[O:19])=[CH:4][CH:3]=1, predict the reactants needed to synthesize it. The reactants are: [Br:1][C:2]1[CH:7]=[CH:6][C:5]([NH2:8])=[CH:4][CH:3]=1.[CH2:9]([O:13][C:14]1[CH:22]=[CH:21][C:17]([C:18](Cl)=[O:19])=[C:16]([CH2:23][CH2:24]Cl)[CH:15]=1)[CH2:10][CH2:11][CH3:12].